This data is from Reaction yield outcomes from USPTO patents with 853,638 reactions. The task is: Predict the reaction yield, written as a fraction of the theoretical maximum amount of product (1.0 means a 100% yield; for example, 0.34 means a 34% yield). The reactants are [Br:1][C:2]1[CH:6]=[N:5][N:4]([CH3:7])[C:3]=1[C:8]1[CH:9]=[C:10]([NH2:16])[CH:11]=[CH:12][C:13]=1[O:14][CH3:15].[F:17][C:18]1[CH:23]=[C:22]([F:24])[CH:21]=[CH:20][C:19]=1[N:25]=[C:26]=[O:27]. The catalyst is C(Cl)Cl. The product is [Br:1][C:2]1[CH:6]=[N:5][N:4]([CH3:7])[C:3]=1[C:8]1[CH:9]=[C:10]([NH:16][C:26]([NH:25][C:19]2[CH:20]=[CH:21][C:22]([F:24])=[CH:23][C:18]=2[F:17])=[O:27])[CH:11]=[CH:12][C:13]=1[O:14][CH3:15]. The yield is 0.710.